Regression. Given a peptide amino acid sequence and an MHC pseudo amino acid sequence, predict their binding affinity value. This is MHC class I binding data. From a dataset of Peptide-MHC class I binding affinity with 185,985 pairs from IEDB/IMGT. (1) The peptide sequence is SSEADCFTY. The MHC is HLA-A01:01 with pseudo-sequence HLA-A01:01. The binding affinity (normalized) is 0.628. (2) The peptide sequence is RMYNPTNIL. The MHC is HLA-A02:01 with pseudo-sequence HLA-A02:01. The binding affinity (normalized) is 0.442. (3) The peptide sequence is YTGAMTSKF. The MHC is HLA-B18:01 with pseudo-sequence HLA-B18:01. The binding affinity (normalized) is 0.213. (4) The peptide sequence is YSLAGSSPF. The MHC is HLA-C03:03 with pseudo-sequence HLA-C03:03. The binding affinity (normalized) is 1.00. (5) The peptide sequence is VVYHDDDNTT. The MHC is HLA-A02:02 with pseudo-sequence HLA-A02:02. The binding affinity (normalized) is 0.304.